This data is from Reaction yield outcomes from USPTO patents with 853,638 reactions. The task is: Predict the reaction yield, written as a fraction of the theoretical maximum amount of product (1.0 means a 100% yield; for example, 0.34 means a 34% yield). (1) The product is [F:31][C:28]1[CH:29]=[CH:30][C:25]([CH2:24][N:11]2[C:12]3[C:17](=[CH:16][CH:15]=[CH:14][CH:13]=3)[C:18]3[CH2:19][C@@H:20]([CH2:21][OH:22])[N:8]([C:6]([O:5][C:1]([CH3:4])([CH3:2])[CH3:3])=[O:7])[CH2:9][C:10]2=3)=[CH:26][CH:27]=1. The yield is 0.770. The catalyst is C1COCC1. The reactants are [C:1]([O:5][C:6]([N:8]1[C@H:20]([C:21](O)=[O:22])[CH2:19][C:18]2[C:17]3[C:12](=[CH:13][CH:14]=[CH:15][CH:16]=3)[N:11]([CH2:24][C:25]3[CH:30]=[CH:29][C:28]([F:31])=[CH:27][CH:26]=3)[C:10]=2[CH2:9]1)=[O:7])([CH3:4])([CH3:3])[CH3:2].CSC. (2) The reactants are O[CH2:2][C:3]1[S:7][C:6]([C:8]2[CH:15]=[CH:14][C:11]([CH:12]=[O:13])=[CH:10][CH:9]=2)=[CH:5][CH:4]=1.[F:16][C:17]1[CH:26]=[CH:25][C:20]([NH:21][CH:22]([CH3:24])[CH3:23])=[CH:19][CH:18]=1. The catalyst is C(Cl)Cl.CCN(CC)CC.C1(C)C=CC=CC=1. The product is [F:16][C:17]1[CH:26]=[CH:25][C:20]([N:21]([CH2:2][C:3]2[S:7][C:6]([C:8]3[CH:15]=[CH:14][C:11]([CH:12]=[O:13])=[CH:10][CH:9]=3)=[CH:5][CH:4]=2)[CH:22]([CH3:24])[CH3:23])=[CH:19][CH:18]=1. The yield is 0.200. (3) The reactants are [CH3:1][O:2][C:3](=[O:10])[CH2:4][C:5]1[N:6]=[CH:7][NH:8][CH:9]=1.CCN(C(C)C)C(C)C.[CH3:20][Si:21]([CH2:24][CH2:25][O:26][CH2:27]Cl)([CH3:23])[CH3:22]. The catalyst is CN(C=O)C. The product is [CH3:1][O:2][C:3](=[O:10])[CH2:4][C:5]1[N:6]=[CH:7][N:8]([CH2:27][O:26][CH2:25][CH2:24][Si:21]([CH3:23])([CH3:22])[CH3:20])[CH:9]=1. The yield is 0.730. (4) The reactants are Br[C:2]1[CH:11]=[CH:10][C:5]([C:6]([O:8][CH3:9])=[O:7])=[CH:4][C:3]=1[CH3:12].CC1(C)C(C)(C)OB([C:21]2[CH:31]=[CH:30][CH:29]=[CH:28][C:22]=2[C:23]([O:25][CH2:26][CH3:27])=[O:24])O1.C1(C)C=CC=CC=1.P([O-])([O-])([O-])=O.[K+].[K+].[K+]. The catalyst is C1C=CC([P]([Pd]([P](C2C=CC=CC=2)(C2C=CC=CC=2)C2C=CC=CC=2)([P](C2C=CC=CC=2)(C2C=CC=CC=2)C2C=CC=CC=2)[P](C2C=CC=CC=2)(C2C=CC=CC=2)C2C=CC=CC=2)(C2C=CC=CC=2)C2C=CC=CC=2)=CC=1.O. The product is [CH3:12][C:3]1[CH:4]=[C:5]([C:6]([O:8][CH3:9])=[O:7])[CH:10]=[CH:11][C:2]=1[C:21]1[C:22]([C:23]([O:25][CH2:26][CH3:27])=[O:24])=[CH:28][CH:29]=[CH:30][CH:31]=1. The yield is 0.810.